From a dataset of Retrosynthesis with 50K atom-mapped reactions and 10 reaction types from USPTO. Predict the reactants needed to synthesize the given product. (1) Given the product CC(C)(C)OC(=O)NCc1ccc(C#N)s1, predict the reactants needed to synthesize it. The reactants are: CC(C)(C)OC(=O)OC(=O)OC(C)(C)C.N#Cc1ccc(CN)s1. (2) Given the product OC1(c2cccc(F)c2F)CCN(CCC(F)(F)F)C1, predict the reactants needed to synthesize it. The reactants are: FC(F)(F)CCI.OC1(c2cccc(F)c2F)CCNC1. (3) Given the product Cc1ccc(C(=O)O)c(CN2CCN(C(=O)OC(C)(C)C)CC2)c1, predict the reactants needed to synthesize it. The reactants are: COC(=O)c1ccc(C)cc1CN1CCN(C(=O)OC(C)(C)C)CC1. (4) The reactants are: CNc1c([N+](=O)[O-])cnc2ccccc12. Given the product CNc1c(N)cnc2ccccc12, predict the reactants needed to synthesize it.